Dataset: Forward reaction prediction with 1.9M reactions from USPTO patents (1976-2016). Task: Predict the product of the given reaction. Given the reactants [CH2:1]([N:3]1[C:12]2[CH:11]=[CH:10][C:9]([CH:13]([CH3:15])[CH3:14])=[CH:8][C:7]=2[C:6](=[O:16])[C:5]2[C:17](=[O:24])[C:18]3[C:23]([C:4]1=2)=[CH:22][CH:21]=[CH:20][CH:19]=3)[CH3:2].[BH4-].[Na+], predict the reaction product. The product is: [CH2:1]([N:3]1[C:12]2[CH:11]=[CH:10][C:9]([CH:13]([CH3:15])[CH3:14])=[CH:8][C:7]=2[C:6](=[O:16])[C:5]2[CH:17]([OH:24])[C:18]3[C:23]([C:4]1=2)=[CH:22][CH:21]=[CH:20][CH:19]=3)[CH3:2].